This data is from Full USPTO retrosynthesis dataset with 1.9M reactions from patents (1976-2016). The task is: Predict the reactants needed to synthesize the given product. (1) Given the product [F:28][C:29]1[CH:34]=[CH:33][N:32]=[CH:31][C:30]=1[C:2]1[C:3]([N:22]2[CH2:26][CH2:25][C@@H:24]([OH:27])[CH2:23]2)=[N:4][CH:5]=[C:6]([C:7]([NH:9][C:10]2[CH:11]=[CH:12][C:13]([O:16][C:17]([F:18])([F:20])[F:19])=[CH:14][CH:15]=2)=[O:8])[CH:21]=1, predict the reactants needed to synthesize it. The reactants are: Br[C:2]1[C:3]([N:22]2[CH2:26][CH2:25][C@@H:24]([OH:27])[CH2:23]2)=[N:4][CH:5]=[C:6]([CH:21]=1)[C:7]([NH:9][C:10]1[CH:15]=[CH:14][C:13]([O:16][C:17]([F:20])([F:19])[F:18])=[CH:12][CH:11]=1)=[O:8].[F:28][C:29]1[CH:34]=[CH:33][N:32]=[CH:31][C:30]=1B1OC(C)(C)C(C)(C)O1. (2) Given the product [NH2:36][C:28]([CH2:27][N:22]1[C:23]2[C:19](=[C:18]([C:15]3[N:14]=[C:13]([C:6]4[CH:7]=[CH:8][C:9]([CH2:10][CH2:11][CH3:12])=[C:4]([CH2:1][CH2:2][CH3:3])[CH:5]=4)[O:17][N:16]=3)[CH:26]=[CH:25][CH:24]=2)[CH2:20][CH2:21]1)([CH2:33][OH:32])[CH2:29][OH:30], predict the reactants needed to synthesize it. The reactants are: [CH2:1]([C:4]1[CH:5]=[C:6]([C:13]2[O:17][N:16]=[C:15]([C:18]3[CH:26]=[CH:25][CH:24]=[C:23]4[C:19]=3[CH2:20][CH2:21][N:22]4[CH2:27][C:28]3([NH:36]C(=O)OC(C)(C)C)[CH2:33][O:32]C(C)(C)[O:30][CH2:29]3)[N:14]=2)[CH:7]=[CH:8][C:9]=1[CH2:10][CH2:11][CH3:12])[CH2:2][CH3:3].C(OC1C=C(C2ON=C(C3C=CC=C4C=3CCN4CC3(NC(=O)OC(C)(C)C)COC(C)(C)OC3)N=2)C=CC=1OCC)C. (3) Given the product [Br:11][C:8]1[CH:9]=[CH:10][C:2]([Cl:1])=[C:3]([CH:7]=1)[C:4]([NH:42][CH2:41][CH2:40][C:35]1[CH:36]=[CH:37][CH:38]=[CH:39][C:34]=1[Cl:33])=[O:6], predict the reactants needed to synthesize it. The reactants are: [Cl:1][C:2]1[CH:10]=[CH:9][C:8]([Br:11])=[CH:7][C:3]=1[C:4]([OH:6])=O.CCN=C=NCCCN(C)C.C1C=CC2N(O)N=NC=2C=1.[Cl:33][C:34]1[CH:39]=[CH:38][CH:37]=[CH:36][C:35]=1[CH2:40][CH2:41][NH2:42].C(N(CC)CC)C.